This data is from Forward reaction prediction with 1.9M reactions from USPTO patents (1976-2016). The task is: Predict the product of the given reaction. (1) The product is: [C:1]([C:3]1[CH:8]=[CH:7][C:6]([C:9]([N:11]([CH3:16])[CH3:12])=[O:10])=[CH:5][CH:4]=1)#[CH:2]. Given the reactants [C:1]([C:3]1[CH:8]=[CH:7][C:6]([C:9]([N:11]2[CH2:16]COC[CH2:12]2)=[O:10])=[CH:5][CH:4]=1)#[CH:2].CN(C)C(=O)C1C=CC(C#C[Si](C)(C)C)=CC=1, predict the reaction product. (2) Given the reactants C[O:2][C:3]([C:5]1[CH:10]=[CH:9][N:8]2[CH:11]=[C:12]([C:14]3[C:15]([C:20]4[CH:25]=[CH:24][CH:23]=[CH:22][CH:21]=4)=[N:16][O:17][C:18]=3[CH3:19])[N:13]=[C:7]2[CH:6]=1)=[O:4].O.[OH-].[Li+], predict the reaction product. The product is: [CH3:19][C:18]1[O:17][N:16]=[C:15]([C:20]2[CH:25]=[CH:24][CH:23]=[CH:22][CH:21]=2)[C:14]=1[C:12]1[N:13]=[C:7]2[CH:6]=[C:5]([C:3]([OH:4])=[O:2])[CH:10]=[CH:9][N:8]2[CH:11]=1. (3) Given the reactants Cl.[C@H:2]1([NH2:14])[C:12]2=[C:13]3[C:8](=[CH:9][CH:10]=[CH:11]2)[CH:7]=[CH:6][CH:5]=[C:4]3[CH2:3]1.C(=O)([O-])[O-].[K+].[K+].[C@H]1(N)C2=C3C(=CC=C2)C=CC=C3C1.[I-].C([N+]1(C)[CH2:42][CH2:41][C:40](=[O:43])[CH2:39][CH2:38]1)C, predict the reaction product. The product is: [C@H:2]1([N:14]2[CH2:42][CH2:41][C:40](=[O:43])[CH2:39][CH2:38]2)[C:12]2=[C:13]3[C:8](=[CH:9][CH:10]=[CH:11]2)[CH:7]=[CH:6][CH:5]=[C:4]3[CH2:3]1. (4) Given the reactants [CH3:1][C:2]1[CH:7]=[CH:6][CH:5]=[CH:4][C:3]=1[C:8]1[O:12][N:11]=[CH:10][C:9]=1[C:13]([OH:15])=O.CN(C(ON1N=NC2C=CC=CC1=2)=[N+](C)C)C.[B-](F)(F)(F)F.Cl.[NH:39]1[CH2:44][CH2:43][CH2:42][C@H:41]([C:45]([OH:48])([CH3:47])[CH3:46])[CH2:40]1.C(N(CC)CC)C, predict the reaction product. The product is: [CH3:1][C:2]1[CH:7]=[CH:6][CH:5]=[CH:4][C:3]=1[C:8]1[O:12][N:11]=[CH:10][C:9]=1[C:13]([N:39]1[CH2:44][CH2:43][CH2:42][C@H:41]([C:45]([OH:48])([CH3:47])[CH3:46])[CH2:40]1)=[O:15]. (5) Given the reactants [F:1][C:2]1[CH:3]=[C:4]([OH:9])[CH:5]=[CH:6][C:7]=1[F:8].Cl[C:11]1[N:12]=[C:13]([OH:21])[C:14]2[CH:20]=[CH:19][N:18]=[CH:17][C:15]=2[N:16]=1, predict the reaction product. The product is: [F:1][C:2]1[CH:3]=[C:4]([CH:5]=[CH:6][C:7]=1[F:8])[O:9][C:11]1[N:12]=[C:13]([OH:21])[C:14]2[CH:20]=[CH:19][N:18]=[CH:17][C:15]=2[N:16]=1. (6) Given the reactants [CH:1]1C=C(Cl)C=C(C(OO)=O)C=1.[CH2:12]([O:14][C:15]([C:17]1[C:18](=[O:35])[C:19]2[CH:24]=[N:23][C:22](SC)=[N:21][C:20]=2[N:27]([CH:29]2[CH2:34][CH2:33][CH2:32][CH2:31][CH2:30]2)[CH:28]=1)=[O:16])[CH3:13].[O-:36][S:37]([O-:39])=O.[Na+].[Na+], predict the reaction product. The product is: [CH2:12]([O:14][C:15]([C:17]1[C:18](=[O:35])[C:19]2[CH:24]=[N:23][C:22]([S:37]([CH3:1])(=[O:39])=[O:36])=[N:21][C:20]=2[N:27]([CH:29]2[CH2:30][CH2:31][CH2:32][CH2:33][CH2:34]2)[CH:28]=1)=[O:16])[CH3:13]. (7) Given the reactants [C:1]([C:3]1[C:4](O)=[N:5][C:6]([CH3:10])=[CH:7][C:8]=1[CH3:9])#[N:2].P(Cl)(Cl)(Cl)(Cl)[Cl:13].C(=O)(O)[O-].[Na+], predict the reaction product. The product is: [Cl:13][C:4]1[C:3]([C:1]#[N:2])=[C:8]([CH3:9])[CH:7]=[C:6]([CH3:10])[N:5]=1. (8) Given the reactants P([C:9]#[N:10])(OCC)(OCC)=O.[CH3:11][Si]([N-][Si](C)(C)C)(C)C.[Na+].[C:21]([O:25][C:26](=[O:40])[NH:27][CH:28]1[C:37]2[C:32](=[CH:33][C:34]([CH:38]=O)=[CH:35][CH:36]=2)[CH2:31][CH2:30][CH2:29]1)([CH3:24])([CH3:23])[CH3:22], predict the reaction product. The product is: [C:21]([O:25][C:26](=[O:40])[NH:27][CH:28]1[C:37]2[C:32](=[CH:33][C:34]([CH:38]=[CH:11][C:9]#[N:10])=[CH:35][CH:36]=2)[CH2:31][CH2:30][CH2:29]1)([CH3:24])([CH3:23])[CH3:22]. (9) Given the reactants [C:1]1([OH:7])[CH:6]=[CH:5][CH:4]=[CH:3][CH:2]=1.[OH-].[Na+].[CH:10]1[CH:15]=[CH:14][C:13]([C@H:16]2[O:18][C@@H:17]2[CH2:19][OH:20])=[CH:12][CH:11]=1, predict the reaction product. The product is: [O:7]([C@@H:16]([C:13]1[CH:14]=[CH:15][CH:10]=[CH:11][CH:12]=1)[C@H:17]([OH:18])[CH2:19][OH:20])[C:1]1[CH:6]=[CH:5][CH:4]=[CH:3][CH:2]=1. (10) Given the reactants [CH:1]1([NH:4][C:5]2[CH:6]=[CH:7][C:8]([C:16]([OH:18])=O)=[N:9][C:10]=2[O:11][CH2:12][CH:13]2[CH2:15][CH2:14]2)[CH2:3][CH2:2]1.[NH2:19][C@@H:20]([CH2:24][CH:25]1[CH2:27][CH2:26]1)[C:21]([NH2:23])=[O:22], predict the reaction product. The product is: [C:21]([C@@H:20]([NH:19][C:16]([C:8]1[CH:7]=[CH:6][C:5]([NH:4][CH:1]2[CH2:2][CH2:3]2)=[C:10]([O:11][CH2:12][CH:13]2[CH2:14][CH2:15]2)[N:9]=1)=[O:18])[CH2:24][CH:25]1[CH2:27][CH2:26]1)(=[O:22])[NH2:23].